This data is from Reaction yield outcomes from USPTO patents with 853,638 reactions. The task is: Predict the reaction yield, written as a fraction of the theoretical maximum amount of product (1.0 means a 100% yield; for example, 0.34 means a 34% yield). (1) The reactants are [CH2:1]([O:3][C:4](=[O:18])[CH2:5][CH:6]1[O:10][B:9]([OH:11])[C:8]2[CH:12]=[C:13]([OH:17])[CH:14]=[C:15]([F:16])[C:7]1=2)[CH3:2].[H-].[Na+].I[CH:22]([CH3:24])[CH3:23].Cl. The catalyst is CN(C=O)C. The product is [F:16][C:15]1[C:7]2[CH:6]([CH2:5][C:4]([O:3][CH2:1][CH3:2])=[O:18])[O:10][B:9]([OH:11])[C:8]=2[CH:12]=[C:13]([O:17][CH:22]([CH3:24])[CH3:23])[CH:14]=1. The yield is 0.840. (2) The reactants are [Cl:1][C:2]1[CH:3]=[C:4]([C:9](=O)[CH2:10][C:11](=O)[C:12]([F:15])([F:14])[F:13])[CH:5]=[CH:6][C:7]=1[F:8].[NH2:18][C:19]1[C:23]([C:24]#[N:25])=[CH:22][NH:21][N:20]=1. No catalyst specified. The product is [Cl:1][C:2]1[CH:3]=[C:4]([C:9]2[CH:10]=[C:11]([C:12]([F:15])([F:14])[F:13])[N:20]3[N:21]=[CH:22][C:23]([C:24]#[N:25])=[C:19]3[N:18]=2)[CH:5]=[CH:6][C:7]=1[F:8]. The yield is 0.320. (3) The reactants are [NH2:1][C:2]1[CH:3]=[C:4]2[C:8](=[CH:9][CH:10]=1)[NH:7][CH:6]=[C:5]2[CH2:11][CH2:12][CH2:13][N:14]1[CH2:19][CH2:18][N:17]([C:20]2[C:25]([O:26][CH3:27])=[CH:24][N:23]=[CH:22][N:21]=2)[CH2:16][CH2:15]1.[F:28][C:29]([F:40])([F:39])[C:30](O[C:30](=[O:31])[C:29]([F:40])([F:39])[F:28])=[O:31]. The catalyst is C(Cl)Cl.O. The product is [F:28][C:29]([F:40])([F:39])[C:30]([NH:1][C:2]1[CH:3]=[C:4]2[C:8](=[CH:9][CH:10]=1)[NH:7][CH:6]=[C:5]2[CH2:11][CH2:12][CH2:13][N:14]1[CH2:19][CH2:18][N:17]([C:20]2[C:25]([O:26][CH3:27])=[CH:24][N:23]=[CH:22][N:21]=2)[CH2:16][CH2:15]1)=[O:31]. The yield is 0.320. (4) The reactants are [CH:1]1([NH:5][N:6]2[C:15]3[C:10](=[CH:11][CH:12]=[CH:13][CH:14]=3)[C:9]([OH:16])=[C:8]([C:17]3[NH:22][C:21]4[CH:23]=[CH:24][C:25]([NH:27]C(=O)OC(C)(C)C)=[CH:26][C:20]=4[S:19](=[O:36])(=[O:35])[N:18]=3)[C:7]2=[O:37])[CH2:4][CH2:3][CH2:2]1.FC(F)(F)C(O)=O. The yield is 0.910. The product is [NH2:27][C:25]1[CH:24]=[CH:23][C:21]2[NH:22][C:17]([C:8]3[C:7](=[O:37])[N:6]([NH:5][CH:1]4[CH2:2][CH2:3][CH2:4]4)[C:15]4[C:10]([C:9]=3[OH:16])=[CH:11][CH:12]=[CH:13][CH:14]=4)=[N:18][S:19](=[O:36])(=[O:35])[C:20]=2[CH:26]=1. The catalyst is ClCCl. (5) The reactants are [Cl:1][C:2]1[CH:7]=[CH:6][CH:5]=[CH:4][C:3]=1[C:8]1[CH:13]=[CH:12][C:11]([C:14]([O:16]C)=[O:15])=[CH:10][C:9]=1[CH2:18][O:19][CH3:20].CO.O.O.[OH-].[Li+]. The catalyst is C1COCC1. The product is [Cl:1][C:2]1[CH:7]=[CH:6][CH:5]=[CH:4][C:3]=1[C:8]1[CH:13]=[CH:12][C:11]([C:14]([OH:16])=[O:15])=[CH:10][C:9]=1[CH2:18][O:19][CH3:20]. The yield is 0.720. (6) The reactants are [C:1]1(C2C=CC=CC=2)[CH:6]=[CH:5][C:4]([CH2:7][N:8]([CH2:16][CH2:17][CH2:18][N:19]([CH2:29][C:30]2[CH:35]=[CH:34][C:33](C3C=CC=CC=3)=[CH:32][CH:31]=2)[C:20]([O:22][CH2:23][C:24]2[S:28][CH:27]=[N:26][CH:25]=2)=[O:21])C(=O)OC(C)(C)C)=[CH:3][CH:2]=1.[N:48]1[CH:53]=[CH:52][C:51]([CH:54]=O)=[CH:50][CH:49]=1.C(O[BH-](OC(=O)C)OC(=O)C)(=O)C.[Na+].C(O)(=O)C.C([O-])(O)=O.[Na+]. The catalyst is ClCCCl. The product is [CH2:29]([N:19]([CH2:18][CH2:17][CH2:16][N:8]([CH2:7][C:4]1[CH:3]=[CH:2][CH:1]=[CH:6][CH:5]=1)[CH2:54][C:51]1[CH:50]=[CH:49][N:48]=[CH:53][CH:52]=1)[C:20](=[O:21])[O:22][CH2:23][C:24]1[S:28][CH:27]=[N:26][CH:25]=1)[C:30]1[CH:35]=[CH:34][CH:33]=[CH:32][CH:31]=1. The yield is 0.770.